From a dataset of Reaction yield outcomes from USPTO patents with 853,638 reactions. Predict the reaction yield, written as a fraction of the theoretical maximum amount of product (1.0 means a 100% yield; for example, 0.34 means a 34% yield). The reactants are [NH2:1][C:2]1[C:7]([Cl:8])=[C:6]([Cl:9])[N:5]=[C:4](Cl)[N:3]=1.[NH2:11][C:12]1[CH:19]=[CH:18][C:15]([C:16]#[N:17])=[CH:14][CH:13]=1.CN1CCCC1=O.Cl. The catalyst is C(OCC)C.O1CCOCC1. The product is [NH2:1][C:2]1[C:7]([Cl:8])=[C:6]([Cl:9])[N:5]=[C:4]([NH:11][C:12]2[CH:19]=[CH:18][C:15]([C:16]#[N:17])=[CH:14][CH:13]=2)[N:3]=1. The yield is 0.0680.